This data is from Aqueous solubility values for 9,982 compounds from the AqSolDB database. The task is: Regression/Classification. Given a drug SMILES string, predict its absorption, distribution, metabolism, or excretion properties. Task type varies by dataset: regression for continuous measurements (e.g., permeability, clearance, half-life) or binary classification for categorical outcomes (e.g., BBB penetration, CYP inhibition). For this dataset (solubility_aqsoldb), we predict Y. (1) The molecule is C=CC#N. The Y is 0.147 log mol/L. (2) The molecule is CCOCCC(=O)OCC. The Y is -0.432 log mol/L. (3) The compound is CC(C)(C)NCC(O)c1ccc(O)c(CO)c1. The Y is -1.23 log mol/L. (4) The drug is CC1(C)C2CCC1(C)C(N)(C(=O)O)C2. The Y is -1.60 log mol/L. (5) The drug is O=S([O-])CO.[Na+]. The Y is 0.732 log mol/L. (6) The compound is CC(=O)Nc1c(I)c(NC(C)=O)c(I)c(C(=O)O)c1I. The Y is -2.01 log mol/L. (7) The Y is -2.68 log mol/L. The compound is O=C(O)COc1ccc(Cl)c(Cl)c1.